Predict the reactants needed to synthesize the given product. From a dataset of Full USPTO retrosynthesis dataset with 1.9M reactions from patents (1976-2016). (1) Given the product [CH2:1]([O:8][C:9]1[C:16]([Br:17])=[CH:15][CH:14]=[CH:13][C:10]=1[OH:23])[C:2]1[CH:7]=[CH:6][CH:5]=[CH:4][CH:3]=1, predict the reactants needed to synthesize it. The reactants are: [CH2:1]([O:8][C:9]1[C:16]([Br:17])=[CH:15][CH:14]=[CH:13][C:10]=1C=O)[C:2]1[CH:7]=[CH:6][CH:5]=[CH:4][CH:3]=1.ClC1C=C(C=CC=1)C(OO)=[O:23]. (2) Given the product [Cl:1][C:2]1[S:6][C:5]([C:7]([NH:9][CH2:10][C:11]2[N:12]=[CH:13][N:14]([C:16]3[CH:21]=[CH:20][C:19]([N:30]4[CH2:29][C:28](=[O:31])[NH:32][CH2:33][C:38]4=[O:41])=[CH:18][CH:17]=3)[CH:15]=2)=[O:8])=[CH:4][CH:3]=1, predict the reactants needed to synthesize it. The reactants are: [Cl:1][C:2]1[S:6][C:5]([C:7]([NH:9][CH2:10][C:11]2[N:12]=[CH:13][N:14]([C:16]3[CH:21]=[CH:20][C:19](I)=[CH:18][CH:17]=3)[CH:15]=2)=[O:8])=[CH:4][CH:3]=1.[NH2:30][CH2:29][C:28](O[C:28](=[O:31])[CH2:29][NH2:30])=[O:31].[NH2:32][C@@H:33]1[CH2:38]CCC[C@H]1N.C([O-])([O-])=[O:41].[K+].[K+].